Dataset: Forward reaction prediction with 1.9M reactions from USPTO patents (1976-2016). Task: Predict the product of the given reaction. Given the reactants [C:1]([O:5][C:6]([N:8]1[CH2:13][CH2:12][CH:11]([C:14]2[N:18]=[C:17]([NH:19][C:20]3[CH:25]=[C:24]([O:26][C:27]4[C:28]([CH3:39])=[N:29][CH:30]=[C:31]([C:37]=4[CH3:38])[C:32](OCC)=[O:33])[C:23]([Br:40])=[CH:22][N:21]=3)[S:16][N:15]=2)[CH2:10][CH2:9]1)=[O:7])([CH3:4])([CH3:3])[CH3:2].[OH-].[Na+].[CH3:43][N:44]([CH3:48])[CH2:45][CH2:46][NH2:47].Cl.CN(C)CCCN=C=NCC.C1C=CC2N(O)N=NC=2C=1, predict the reaction product. The product is: [CH3:43][N:44]([CH3:48])[CH2:45][CH2:46][NH:47][C:32]([C:31]1[C:37]([CH3:38])=[C:27]([O:26][C:24]2[C:23]([Br:40])=[CH:22][N:21]=[C:20]([NH:19][C:17]3[S:16][N:15]=[C:14]([CH:11]4[CH2:10][CH2:9][N:8]([C:6]([O:5][C:1]([CH3:4])([CH3:2])[CH3:3])=[O:7])[CH2:13][CH2:12]4)[N:18]=3)[CH:25]=2)[C:28]([CH3:39])=[N:29][CH:30]=1)=[O:33].